Dataset: Reaction yield outcomes from USPTO patents with 853,638 reactions. Task: Predict the reaction yield, written as a fraction of the theoretical maximum amount of product (1.0 means a 100% yield; for example, 0.34 means a 34% yield). (1) The reactants are Br[C:2]1[C:3]([NH:8][C:9]2[S:10][C:11]3[C:16]([N:17]=2)=[CH:15][CH:14]=[CH:13][N:12]=3)=[N:4][CH:5]=[CH:6][CH:7]=1.[SH:18][CH2:19][CH2:20][C:21]([O:23][CH3:24])=[O:22].C(N(C(C)C)C(C)C)C.O1CCOCC1. The catalyst is C1C=CC(/C=C/C(/C=C/C2C=CC=CC=2)=O)=CC=1.C1C=CC(/C=C/C(/C=C/C2C=CC=CC=2)=O)=CC=1.C1C=CC(/C=C/C(/C=C/C2C=CC=CC=2)=O)=CC=1.[Pd].[Pd].C1(P(C2C=CC=CC=2)C2C3OC4C(=CC=CC=4P(C4C=CC=CC=4)C4C=CC=CC=4)C(C)(C)C=3C=CC=2)C=CC=CC=1.C(OCC)(=O)C. The product is [N:17]1[C:16]2[C:11](=[N:12][CH:13]=[CH:14][CH:15]=2)[S:10][C:9]=1[NH:8][C:3]1[C:2]([S:18][CH2:19][CH2:20][C:21]([O:23][CH3:24])=[O:22])=[CH:7][CH:6]=[CH:5][N:4]=1. The yield is 0.870. (2) The yield is 0.710. The product is [CH2:1]([O:8][C:9]1[CH:17]=[CH:16][C:12]([C:13]([NH:31][NH2:32])=[O:14])=[CH:11][CH:10]=1)[CH2:2][CH2:3][CH2:4][CH2:5][CH2:6][CH3:7]. The reactants are [CH2:1]([O:8][C:9]1[CH:17]=[CH:16][C:12]([C:13](O)=[O:14])=[CH:11][CH:10]=1)[CH2:2][CH2:3][CH2:4][CH2:5][CH2:6][CH3:7].C(N1C=CN=C1)(N1C=CN=C1)=O.O.[NH2:31][NH2:32]. The catalyst is C1COCC1. (3) The reactants are [OH:1][CH2:2][CH:3]1[CH2:12][N:7]2[CH2:8][CH2:9][NH:10][CH2:11][CH:6]2[CH2:5][CH2:4]1.Br[C:14]1[CH:19]=[CH:18][CH:17]=[CH:16][N:15]=1.C(=O)([O-])[O-].[Na+].[Na+]. The catalyst is C(O)CC(C)C. The product is [OH:1][CH2:2][CH:3]1[CH2:12][N:7]2[CH2:8][CH2:9][N:10]([C:14]3[CH:19]=[CH:18][CH:17]=[CH:16][N:15]=3)[CH2:11][CH:6]2[CH2:5][CH2:4]1. The yield is 0.420. (4) The reactants are [CH3:1][C:2]1[N:7]=[CH:6][C:5]([CH2:8][CH2:9][N:10]([C:12]2[CH:21]=[CH:20][C:15]([C:16]([O:18]C)=[O:17])=[CH:14][CH:13]=2)N)=[CH:4][CH:3]=1.[CH3:22][N:23]1[CH2:28][CH2:27][C:26](=O)[CH2:25][CH2:24]1. The catalyst is Cl. The product is [CH3:22][N:23]1[CH2:28][CH2:27][C:26]2[N:10]([CH2:9][CH2:8][C:5]3[CH:6]=[N:7][C:2]([CH3:1])=[CH:3][CH:4]=3)[C:12]3[CH:21]=[CH:20][C:15]([C:16]([OH:18])=[O:17])=[CH:14][C:13]=3[C:25]=2[CH2:24]1. The yield is 0.0400. (5) The reactants are C[O:2][C:3]1[N:4]=[N:5][C:6]([S:9]([C:12]2[O:13][C:14]3[CH:21]=[CH:20][C:19]([F:22])=[CH:18][C:15]=3[C:16]=2[CH3:17])(=[O:11])=[O:10])=[CH:7][CH:8]=1.Cl. The catalyst is O1CCOCC1. The product is [F:22][C:19]1[CH:20]=[CH:21][C:14]2[O:13][C:12]([S:9]([C:6]3[CH:7]=[CH:8][C:3](=[O:2])[NH:4][N:5]=3)(=[O:11])=[O:10])=[C:16]([CH3:17])[C:15]=2[CH:18]=1. The yield is 0.840.